Task: Predict which catalyst facilitates the given reaction.. Dataset: Catalyst prediction with 721,799 reactions and 888 catalyst types from USPTO (1) Reactant: [CH3:1][O:2][C:3]1[CH:11]=[CH:10][C:6]([C:7](Cl)=[O:8])=[CH:5][C:4]=1[N+:12]([O-:14])=[O:13].[Br:15][C:16]1[CH:21]=[CH:20][C:19]([OH:22])=[C:18]([NH2:23])[CH:17]=1.C(N(CC)CC)C. Product: [OH:22][C:19]1[CH:20]=[CH:21][C:16]([Br:15])=[CH:17][C:18]=1[NH:23][C:7](=[O:8])[C:6]1[CH:10]=[CH:11][C:3]([O:2][CH3:1])=[C:4]([N+:12]([O-:14])=[O:13])[CH:5]=1. The catalyst class is: 1. (2) Product: [CH3:46][C:47]1([CH3:55])[O:52][CH2:51][CH:50]([CH2:53][O:1][C:2]2[CH:3]=[C:4]3[C:8](=[CH:9][CH:10]=2)[NH:7][C:6]([C:11]([O:13][CH3:14])=[O:12])=[CH:5]3)[CH2:49][O:48]1. The catalyst class is: 2. Reactant: [OH:1][C:2]1[CH:3]=[C:4]2[C:8](=[CH:9][CH:10]=1)[NH:7][C:6]([C:11]([O:13][CH3:14])=[O:12])=[CH:5]2.C1(P(C2C=CC=CC=2)C2C=CC=CC=2)C=CC=CC=1.N(C(OCC)=O)=NC(OCC)=O.[CH3:46][C:47]1([CH3:55])[O:52][CH2:51][CH:50]([CH2:53]O)[CH2:49][O:48]1. (3) Reactant: [CH2:1]([C:3]1[CH:4]=[N:5][C:6]([N:9]2[CH:13]=[C:12]([CH2:14][CH2:15][CH2:16][OH:17])[C:11]([CH:18]([CH3:20])[CH3:19])=[N:10]2)=[N:7][CH:8]=1)[CH3:2].O[C:22]1[C:27]([O:28][CH3:29])=[CH:26][CH:25]=[CH:24][C:23]=1[CH2:30][C:31]([O:33]C)=[O:32].C(P(CCCC)CCCC)CCC.N(C(N1CCCCC1)=O)=NC(N1CCCCC1)=O. Product: [CH2:1]([C:3]1[CH:4]=[N:5][C:6]([N:9]2[CH:13]=[C:12]([CH2:14][CH2:15][CH2:16][O:17][C:22]3[C:27]([O:28][CH3:29])=[CH:26][CH:25]=[CH:24][C:23]=3[CH2:30][C:31]([OH:33])=[O:32])[C:11]([CH:18]([CH3:19])[CH3:20])=[N:10]2)=[N:7][CH:8]=1)[CH3:2]. The catalyst class is: 7. (4) Reactant: C1([O:7][C:8](=O)[N:9]([C:19]2[CH:24]=[C:23]([O:25][C:26]3[CH:31]=[CH:30][C:29]([NH:32][C:33]([C:35]4([C:38](=[O:47])[NH:39][C:40]5[CH:45]=[CH:44][C:43]([F:46])=[CH:42][CH:41]=5)[CH2:37][CH2:36]4)=[O:34])=[CH:28][C:27]=3[F:48])[CH:22]=[CH:21][N:20]=2)C(OC2C=CC=CC=2)=O)C=CC=CC=1.[CH3:50][N:51]([CH3:57])[C@@H:52]1[CH2:56][CH2:55][NH:54][CH2:53]1. Product: [CH3:50][N:51]([CH3:57])[C@@H:52]1[CH2:56][CH2:55][N:54]([C:8]([NH:9][C:19]2[CH:24]=[C:23]([O:25][C:26]3[CH:31]=[CH:30][C:29]([NH:32][C:33]([C:35]4([C:38]([NH:39][C:40]5[CH:41]=[CH:42][C:43]([F:46])=[CH:44][CH:45]=5)=[O:47])[CH2:37][CH2:36]4)=[O:34])=[CH:28][C:27]=3[F:48])[CH:22]=[CH:21][N:20]=2)=[O:7])[CH2:53]1. The catalyst class is: 9. (5) Reactant: [NH:1]1[C:5]2[CH:6]=[CH:7][CH:8]=[CH:9][C:4]=2[N:3]=[C:2]1[CH2:10][C:11]1[CH:19]=[CH:18][C:14]([C:15]([OH:17])=O)=[CH:13][CH:12]=1.Cl.CN(C)CCCN=C=NCC.ON1C2C=CC=CC=2N=N1.[N:42]1([C@H:47]2[CH2:51][CH2:50][NH:49][CH2:48]2)[CH2:46][CH2:45][CH2:44][CH2:43]1. Product: [NH:3]1[C:4]2[CH:9]=[CH:8][CH:7]=[CH:6][C:5]=2[N:1]=[C:2]1[CH2:10][C:11]1[CH:12]=[CH:13][C:14]([C:15]([N:49]2[CH2:50][CH2:51][C@H:47]([N:42]3[CH2:46][CH2:45][CH2:44][CH2:43]3)[CH2:48]2)=[O:17])=[CH:18][CH:19]=1. The catalyst class is: 3. (6) Reactant: C(=O)([O-])[O-].[K+].[K+].[NH2:7][C:8]1[C:13]([F:14])=[C:12]([C:15]2[CH:20]=[CH:19][C:18]([C:21]#[C:22][Si](C)(C)C)=[CH:17][CH:16]=2)[N:11]=[C:10]([C:27]([O:29][CH3:30])=[O:28])[C:9]=1[Cl:31]. Product: [NH2:7][C:8]1[C:13]([F:14])=[C:12]([C:15]2[CH:16]=[CH:17][C:18]([C:21]#[CH:22])=[CH:19][CH:20]=2)[N:11]=[C:10]([C:27]([O:29][CH3:30])=[O:28])[C:9]=1[Cl:31]. The catalyst class is: 24. (7) Reactant: [F:1][C:2]1[CH:10]=[CH:9][C:8]([CH2:11][C:12]2[C:21]3[C:16](=[CH:17][CH:18]=[CH:19][CH:20]=3)[C:15](=[O:22])[NH:14][N:13]=2)=[CH:7][C:3]=1[C:4](O)=[O:5].F[P-](F)(F)(F)(F)F.N1(OC(N(C)C)=[N+](C)C)C2C=CC=CC=2N=N1.Cl.[Br:48][C:49]1[N:50]=[C:51]([C:58]([F:61])([F:60])[F:59])[N:52]2[CH2:57][CH2:56][NH:55][CH2:54][C:53]=12.C(N(CC)C(C)C)(C)C. Product: [Br:48][C:49]1[N:50]=[C:51]([C:58]([F:60])([F:59])[F:61])[N:52]2[CH2:57][CH2:56][N:55]([C:4]([C:3]3[CH:7]=[C:8]([CH2:11][C:12]4[C:21]5[C:16](=[CH:17][CH:18]=[CH:19][CH:20]=5)[C:15](=[O:22])[NH:14][N:13]=4)[CH:9]=[CH:10][C:2]=3[F:1])=[O:5])[CH2:54][C:53]=12. The catalyst class is: 35.